This data is from Reaction yield outcomes from USPTO patents with 853,638 reactions. The task is: Predict the reaction yield, written as a fraction of the theoretical maximum amount of product (1.0 means a 100% yield; for example, 0.34 means a 34% yield). (1) The reactants are I[C:2]1[C:3]([NH2:8])=[N:4][CH:5]=[CH:6][CH:7]=1.[CH3:9][Si:10]([C:13]#[CH:14])([CH3:12])[CH3:11].C(N(CC)C(C)C)(C)C.CN1CCCC1=O. The catalyst is [Cu]I.C1C=CC([P]([Pd]([P](C2C=CC=CC=2)(C2C=CC=CC=2)C2C=CC=CC=2)([P](C2C=CC=CC=2)(C2C=CC=CC=2)C2C=CC=CC=2)[P](C2C=CC=CC=2)(C2C=CC=CC=2)C2C=CC=CC=2)(C2C=CC=CC=2)C2C=CC=CC=2)=CC=1.O. The product is [CH3:9][Si:10]([C:13]#[C:14][C:2]1[C:3]([NH2:8])=[N:4][CH:5]=[CH:6][CH:7]=1)([CH3:12])[CH3:11]. The yield is 0.807. (2) The reactants are [CH3:1][N:2]1[C:6]([C:7]2[CH:8]=[C:9]([C:14]([O:16]C)=[O:15])[S:10][C:11]=2[CH2:12][CH3:13])=[C:5]([CH3:18])[CH:4]=[N:3]1.[OH-].[Na+]. The catalyst is O1CCCC1. The product is [CH3:1][N:2]1[C:6]([C:7]2[CH:8]=[C:9]([C:14]([OH:16])=[O:15])[S:10][C:11]=2[CH2:12][CH3:13])=[C:5]([CH3:18])[CH:4]=[N:3]1. The yield is 0.960.